From a dataset of Full USPTO retrosynthesis dataset with 1.9M reactions from patents (1976-2016). Predict the reactants needed to synthesize the given product. (1) Given the product [Br:1][C:2]1[CH:7]=[CH:6][C:5]([F:8])=[C:4]([C:13]2([CH3:19])[CH:12]3[CH:10]([CH2:11]3)[O:24][NH:25]2)[CH:3]=1, predict the reactants needed to synthesize it. The reactants are: [Br:1][C:2]1[CH:7]=[CH:6][C:5]([F:8])=[C:4](I)[CH:3]=1.[CH2:10]([Li])[CH2:11][CH2:12][CH3:13].B(F)(F)F.[CH3:19]COCC.[O:24]1CCC=[N:25]1. (2) Given the product [CH:21]([NH:24][C:25](=[O:26])[NH:1][C:2]1[CH:7]=[C:6]([C:8]2[S:9][CH:10]=[CH:11][CH:12]=2)[CH:5]=[CH:4][C:3]=1[NH:13][C:14](=[O:20])[O:15][C:16]([CH3:17])([CH3:19])[CH3:18])([CH3:23])[CH3:22], predict the reactants needed to synthesize it. The reactants are: [NH2:1][C:2]1[CH:7]=[C:6]([C:8]2[S:9][CH:10]=[CH:11][CH:12]=2)[CH:5]=[CH:4][C:3]=1[NH:13][C:14](=[O:20])[O:15][C:16]([CH3:19])([CH3:18])[CH3:17].[CH:21]([N:24]=[C:25]=[O:26])([CH3:23])[CH3:22]. (3) Given the product [N:6]1[N:5]2[CH:22]=[CH:2][CH:3]=[C:4]2[CH:9]=[C:8]([C:19]([NH2:21])=[O:20])[CH:7]=1, predict the reactants needed to synthesize it. The reactants are: Br[C:2]1[CH:3]=[C:4]2[C:9](N[C@@H]3CCNC[C@H]3CC)=[C:8]([C:19]([NH2:21])=[O:20])[CH:7]=[N:6][N:5]2[CH:22]=1.OC(C)(C)C(O)=O.CCN(C(C)C)C(C)C.CN(C(ON1N=NC2C=CC=NC1=2)=[N+](C)C)C.F[P-](F)(F)(F)(F)F. (4) Given the product [ClH:10].[C:1]([N:5]1[C:9]([Cl:10])=[C:8]([NH:11][CH2:19][CH3:20])[CH:7]=[N:6]1)([CH3:4])([CH3:3])[CH3:2], predict the reactants needed to synthesize it. The reactants are: [C:1]([N:5]1[C:9]([Cl:10])=[C:8]([N:11]([CH2:19][CH3:20])C(=O)OC(C)(C)C)[CH:7]=[N:6]1)([CH3:4])([CH3:3])[CH3:2].Cl. (5) Given the product [CH3:21][S:22]([O:8][CH2:9][CH:10]1[CH2:13][N:12]([C:14]([O:16][C:17]([CH3:20])([CH3:19])[CH3:18])=[O:15])[CH2:11]1)(=[O:24])=[O:23], predict the reactants needed to synthesize it. The reactants are: C(N(CC)CC)C.[OH:8][CH2:9][CH:10]1[CH2:13][N:12]([C:14]([O:16][C:17]([CH3:20])([CH3:19])[CH3:18])=[O:15])[CH2:11]1.[CH3:21][S:22](Cl)(=[O:24])=[O:23]. (6) The reactants are: Br[C:2]1[CH:7]=[CH:6][C:5]([C:8]([F:11])([F:10])[F:9])=[CH:4][CH:3]=1.[NH:12]1[CH2:22][CH2:21][CH:15]([C:16]([O:18][CH2:19][CH3:20])=[O:17])[CH2:14][CH2:13]1. Given the product [F:9][C:8]([F:11])([F:10])[C:5]1[CH:6]=[CH:7][C:2]([N:12]2[CH2:22][CH2:21][CH:15]([C:16]([O:18][CH2:19][CH3:20])=[O:17])[CH2:14][CH2:13]2)=[CH:3][CH:4]=1, predict the reactants needed to synthesize it.